This data is from Catalyst prediction with 721,799 reactions and 888 catalyst types from USPTO. The task is: Predict which catalyst facilitates the given reaction. (1) Reactant: [Cl-].[Na+].[OH:3][C:4]1[C:11]([CH3:12])=[CH:10][C:7]([CH:8]=[O:9])=[C:6]([CH3:13])[CH:5]=1.[N+:14]([O-])([OH:16])=[O:15]. Product: [OH:3][C:4]1[C:11]([CH3:12])=[CH:10][C:7]([CH:8]=[O:9])=[C:6]([CH3:13])[C:5]=1[N+:14]([O-:16])=[O:15]. The catalyst class is: 65. (2) Reactant: [C:1]([NH:5][C:6]1[N:11]=[C:10]2[C@H:12]([OH:25])[CH2:13][CH2:14][C@@H:15]([C:17]3[CH:22]=[CH:21][CH:20]=[C:19]([F:23])[C:18]=3[F:24])[CH2:16][C:9]2=[CH:8][CH:7]=1)([CH3:4])([CH3:3])[CH3:2].[H-].[Na+].C(N(CC)CC)C.[O:35]=[C:36]1[NH:44][C:39]2=[N:40][CH:41]=[CH:42][CH:43]=[C:38]2[N:37]1[CH:45]1[CH2:50][CH2:49][N:48]([C:51](OC2C=CC([N+]([O-])=O)=CC=2)=[O:52])[CH2:47][CH2:46]1. Product: [O:35]=[C:36]1[NH:44][C:39]2=[N:40][CH:41]=[CH:42][CH:43]=[C:38]2[N:37]1[CH:45]1[CH2:46][CH2:47][N:48]([C:51]([O:25][C@H:12]2[C:10]3=[N:11][C:6]([NH:5][C:1]([CH3:4])([CH3:2])[CH3:3])=[CH:7][CH:8]=[C:9]3[CH2:16][C@H:15]([C:17]3[CH:22]=[CH:21][CH:20]=[C:19]([F:23])[C:18]=3[F:24])[CH2:14][CH2:13]2)=[O:52])[CH2:49][CH2:50]1. The catalyst class is: 1. (3) Reactant: [C:1]1(/[CH:7]=[CH:8]/[C:9]2[C:17]3[CH:16]=[CH:15][S:14][C:13]=3[CH:12]=[CH:11][CH:10]=2)[CH:6]=[CH:5][CH:4]=[CH:3][CH:2]=1.C(N(CC)CC)C.Cl.O. Product: [C:1]1([CH2:7][CH2:8][C:9]2[C:17]3[CH:16]=[CH:15][S:14][C:13]=3[CH:12]=[CH:11][CH:10]=2)[CH:2]=[CH:3][CH:4]=[CH:5][CH:6]=1. The catalyst class is: 7. (4) Reactant: [C:1]1([C:7]2[N:8]([S:27]([C:30]([F:33])([F:32])[F:31])(=[O:29])=[O:28])[C:9]3[C:14]([CH:15]=2)=[CH:13][C:12]([C:16]2[N:20]([CH2:21][CH3:22])[N:19]=[C:18]([C:23]([F:26])([F:25])[F:24])[CH:17]=2)=[CH:11][CH:10]=3)[CH2:6][CH2:5][CH2:4][CH2:3][CH:2]=1. Product: [CH:1]1([C:7]2[N:8]([S:27]([C:30]([F:32])([F:33])[F:31])(=[O:29])=[O:28])[C:9]3[C:14]([CH:15]=2)=[CH:13][C:12]([C:16]2[N:20]([CH2:21][CH3:22])[N:19]=[C:18]([C:23]([F:26])([F:25])[F:24])[CH:17]=2)=[CH:11][CH:10]=3)[CH2:6][CH2:5][CH2:4][CH2:3][CH2:2]1. The catalyst class is: 99. (5) Reactant: II.C(Br)C.Br[C:7]1[CH:24]=[CH:23][C:10]([O:11][CH2:12][CH2:13][N:14]([CH3:22])[C:15](=[O:21])[O:16][C:17]([CH3:20])([CH3:19])[CH3:18])=[CH:9][CH:8]=1.[OH:25][C:26]1[CH:27]=[CH:28][C:29]([C:32](N(OC)C)=[O:33])=[N:30][CH:31]=1. Product: [OH:25][C:26]1[CH:27]=[CH:28][C:29]([C:32]([C:7]2[CH:24]=[CH:23][C:10]([O:11][CH2:12][CH2:13][N:14]([CH3:22])[C:15](=[O:21])[O:16][C:17]([CH3:20])([CH3:19])[CH3:18])=[CH:9][CH:8]=2)=[O:33])=[N:30][CH:31]=1. The catalyst class is: 1. (6) Reactant: [OH:1][C:2]1[CH:9]=[C:8]([O:10][CH3:11])[CH:7]=[CH:6][C:3]=1[CH:4]=O.[N+:12]([CH3:15])([O-:14])=[O:13].C([O-])(=O)C.[NH4+]. Product: [CH3:11][O:10][C:8]1[CH:7]=[CH:6][C:3](/[CH:4]=[CH:15]/[N+:12]([O-:14])=[O:13])=[C:2]([OH:1])[CH:9]=1. The catalyst class is: 15.